From a dataset of Forward reaction prediction with 1.9M reactions from USPTO patents (1976-2016). Predict the product of the given reaction. (1) Given the reactants [NH2:1][CH2:2][CH2:3][CH2:4][CH2:5][OH:6].Cl[C:8]1[C:21]2[C:20](=[O:22])[C:19]3[C:14](=[CH:15][CH:16]=[CH:17][CH:18]=3)[C:13](=[O:23])[C:12]=2[CH:11]=[CH:10][CH:9]=1, predict the reaction product. The product is: [OH:6][CH2:5][CH2:4][CH2:3][CH2:2][NH:1][C:15]1[C:14]2[C:13](=[O:23])[C:12]3[C:21](=[CH:8][CH:9]=[CH:10][CH:11]=3)[C:20](=[O:22])[C:19]=2[CH:18]=[CH:17][CH:16]=1. (2) Given the reactants [F:1][C:2](F)(F)[C:3]([OH:5])=[O:4].C([O:11][CH2:12][CH3:13])(=O)C.[CH3:14]CCCCCC.[O:21]1CCOC[CH2:22]1, predict the reaction product. The product is: [F:1][C@:2]1([CH3:14])[C@H:22]([OH:21])[C@@H:13]([CH2:12][OH:11])[O:5][C:3]1=[O:4]. (3) Given the reactants [ClH:1].[C:2]([O:6]C(=O)[C@H](CCCNCOC=N)N)(C)(C)[CH3:3].[C:19]([O:23][C:24](=[O:40])[C@H:25]([CH2:34][CH2:35][CH2:36][NH:37][C:38]#[N:39])[NH:26][C:27]([O:29][C:30]([CH3:33])([CH3:32])[CH3:31])=[O:28])([CH3:22])([CH3:21])[CH3:20], predict the reaction product. The product is: [ClH:1].[C:19]([O:23][C:24](=[O:40])[C@H:25]([CH2:34][CH2:35][CH2:36][NH:37][CH:38]=[N:39][O:6][CH2:2][CH3:3])[NH:26][C:27]([O:29][C:30]([CH3:31])([CH3:32])[CH3:33])=[O:28])([CH3:20])([CH3:21])[CH3:22].[C:19]([O:23][C:24](=[O:40])[C@H:25]([CH2:34][CH2:35][CH2:36][NH:37][C:38]#[N:39])[NH:26][C:27]([O:29][C:30]([CH3:31])([CH3:32])[CH3:33])=[O:28])([CH3:20])([CH3:21])[CH3:22]. (4) Given the reactants [Cl:1][C:2]1[CH:3]=[C:4]2[C:9](=[CH:10][C:11]=1[O:12][C:13]1[CH:21]=[CH:20][C:16]([C:17](O)=[O:18])=[CH:15][CH:14]=1)[O:8][CH2:7][CH2:6][CH:5]2[C:22]([O:24][CH2:25][CH3:26])=[O:23].C(Cl)(=O)C(Cl)=O.[NH2:33][CH2:34][CH2:35][C:36]1[C:37]([N:45]([CH3:47])[CH3:46])=[N:38][C:39]([CH:42]2[CH2:44][CH2:43]2)=[CH:40][CH:41]=1.C(N(C(C)C)CC)(C)C, predict the reaction product. The product is: [Cl:1][C:2]1[CH:3]=[C:4]2[C:9](=[CH:10][C:11]=1[O:12][C:13]1[CH:21]=[CH:20][C:16]([C:17](=[O:18])[NH:33][CH2:34][CH2:35][C:36]3[C:37]([N:45]([CH3:46])[CH3:47])=[N:38][C:39]([CH:42]4[CH2:43][CH2:44]4)=[CH:40][CH:41]=3)=[CH:15][CH:14]=1)[O:8][CH2:7][CH2:6][CH:5]2[C:22]([O:24][CH2:25][CH3:26])=[O:23].